Task: Predict the product of the given reaction.. Dataset: Forward reaction prediction with 1.9M reactions from USPTO patents (1976-2016) (1) The product is: [F:15][CH:16]([F:19])[CH2:17][NH:18][C:2]1[CH:10]=[CH:9][C:8]([C:11]([F:14])([F:13])[F:12])=[CH:7][C:3]=1[C:4]([OH:6])=[O:5]. Given the reactants Cl[C:2]1[CH:10]=[CH:9][C:8]([C:11]([F:14])([F:13])[F:12])=[CH:7][C:3]=1[C:4]([OH:6])=[O:5].[F:15][CH:16]([F:19])[CH2:17][NH2:18].C([O-])(=O)C.[K+].C(N(CC)CC)C, predict the reaction product. (2) Given the reactants [NH2:1][C:2](=O)[C@@H:3]([NH:12][C:13]([O:15][C:16]([CH3:19])([CH3:18])[CH3:17])=[O:14])[CH2:4][C:5]([O:7][C:8]([CH3:11])([CH3:10])[CH3:9])=[O:6].CN(C)C=O.N1C(Cl)=NC(Cl)=NC=1Cl.[OH-].[Na+], predict the reaction product. The product is: [C:16]([O:15][C:13]([NH:12][C@H:3]([C:2]#[N:1])[CH2:4][C:5]([O:7][C:8]([CH3:11])([CH3:10])[CH3:9])=[O:6])=[O:14])([CH3:17])([CH3:19])[CH3:18].